Dataset: Forward reaction prediction with 1.9M reactions from USPTO patents (1976-2016). Task: Predict the product of the given reaction. (1) Given the reactants I[C:2]1[C:7]2[N:8]=[C:9]([C:11]3[CH:16]=[CH:15][C:14]([O:17][CH3:18])=[CH:13][CH:12]=3)[S:10][C:6]=2[CH:5]=[C:4]([O:19][CH3:20])[CH:3]=1.[F:21][C:22](I)([F:24])[F:23], predict the reaction product. The product is: [CH3:20][O:19][C:4]1[CH:3]=[C:2]([C:22]([F:24])([F:23])[F:21])[C:7]2[N:8]=[C:9]([C:11]3[CH:16]=[CH:15][C:14]([O:17][CH3:18])=[CH:13][CH:12]=3)[S:10][C:6]=2[CH:5]=1. (2) Given the reactants [BH4-].[Li+].[Cl:3][C:4]1[CH:5]=[CH:6][C:7]([C:27](OC)=[O:28])=[C:8]2[C:12]=1[N:11]=[C:10]1[N:13]([C:17]3[CH:18]=[N:19][C:20]([N:24]([CH3:26])[CH3:25])=[CH:21][C:22]=3[CH3:23])[CH2:14][CH2:15][CH2:16][N:9]21, predict the reaction product. The product is: [Cl:3][C:4]1[C:12]2[N:11]=[C:10]3[N:13]([C:17]4[CH:18]=[N:19][C:20]([N:24]([CH3:25])[CH3:26])=[CH:21][C:22]=4[CH3:23])[CH2:14][CH2:15][CH2:16][N:9]3[C:8]=2[C:7]([CH2:27][OH:28])=[CH:6][CH:5]=1. (3) Given the reactants [C:1]1([NH:7][C:8]2[CH:9]=[C:10]([CH:16]=[CH:17][CH:18]=2)[C:11]([O:13]CC)=[O:12])[CH:6]=[CH:5][CH:4]=[CH:3][CH:2]=1.[OH-].[Na+], predict the reaction product. The product is: [C:1]1([NH:7][C:8]2[CH:9]=[C:10]([CH:16]=[CH:17][CH:18]=2)[C:11]([OH:13])=[O:12])[CH:2]=[CH:3][CH:4]=[CH:5][CH:6]=1. (4) Given the reactants [CH3:1][O:2][C:3]1[CH:8]=[C:7]([N:9]2[CH2:14][CH2:13][C:12]3[CH:15]=[C:16]([C:18]4[CH:23]=[CH:22][C:21]([O:24][CH3:25])=[CH:20][CH:19]=4)[S:17][C:11]=3[C:10]2=[O:26])[CH:6]=[CH:5][C:4]=1[O:27]S(C1C=CC(C)=CC=1)(=O)=O.[OH-].[K+].CCO.Cl, predict the reaction product. The product is: [OH:27][C:4]1[CH:5]=[CH:6][C:7]([N:9]2[CH2:14][CH2:13][C:12]3[CH:15]=[C:16]([C:18]4[CH:23]=[CH:22][C:21]([O:24][CH3:25])=[CH:20][CH:19]=4)[S:17][C:11]=3[C:10]2=[O:26])=[CH:8][C:3]=1[O:2][CH3:1]. (5) Given the reactants [F:1][C:2]([F:12])([F:11])[C:3]1[CH:8]=[CH:7][N:6]=[C:5]([CH2:9][OH:10])[CH:4]=1.CC(OI1(OC(C)=O)(OC(C)=O)OC(=O)C2C=CC=CC1=2)=O, predict the reaction product. The product is: [F:11][C:2]([F:1])([F:12])[C:3]1[CH:8]=[CH:7][N:6]=[C:5]([CH:9]=[O:10])[CH:4]=1. (6) Given the reactants [O-][N+:2]1[C:11]2[C:6](=[CH:7][CH:8]=[CH:9][CH:10]=2)[C:5]2[N:12]3[C@@H:18]([CH2:19][NH:20][C:21](=[O:27])[O:22][C:23]([CH3:26])([CH3:25])[CH3:24])[CH2:17][O:16][CH2:15][C:13]3=[N:14][C:4]=2[CH:3]=1.[NH4+:28].[OH-].C1(C)C=CC(S(Cl)(=O)=O)=CC=1.O, predict the reaction product. The product is: [NH2:28][C:3]1[C:4]2[N:14]=[C:13]3[CH2:15][O:16][CH2:17][C@H:18]([CH2:19][NH:20][C:21](=[O:27])[O:22][C:23]([CH3:26])([CH3:25])[CH3:24])[N:12]3[C:5]=2[C:6]2[C:11](=[CH:10][CH:9]=[CH:8][CH:7]=2)[N:2]=1.